Dataset: Drug-target binding data from BindingDB using IC50 measurements. Task: Regression. Given a target protein amino acid sequence and a drug SMILES string, predict the binding affinity score between them. We predict pIC50 (pIC50 = -log10(IC50 in M); higher means more potent). Dataset: bindingdb_ic50. (1) The drug is CC[C@H](C)[C@H](NC(=O)[C@H](CCCN=C(N)N)NC(=O)[C@H](CC(=O)O)NC(=O)[C@@H](NC(=O)[C@H](CCCN=C(N)N)NC(=O)CNC(=O)CNC(=O)[C@H](Cc1ccccc1)NC(=O)[C@@H](N)CS)[C@@H](C)CC)C(=O)NCC(N)=O. The target protein (P20594) has sequence MALPSLLLLVAALAGGVRPPGARNLTLAVVLPEHNLSYAWAWPRVGPAVALAVEALGRALPVDLRFVSSELEGACSEYLAPLSAVDLKLYHDPDLLLGPGCVYPAASVARFASHWRLPLLTAGAVASGFSAKNDHYRTLVRTGPSAPKLGEFVVTLHGHFNWTARAALLYLDARTDDRPHYFTIEGVFEALQGSNLSVQHQVYAREPGGPEQATHFIRANGRIVYICGPLEMLHEILLQAQRENLTNGDYVFFYLDVFGESLRAGPTRATGRPWQDNRTREQAQALREAFQTVLVITYREPPNPEYQEFQNRLLIRAREDFGVELGPSLMNLIAGCFYDGILLYAEVLNETIQEGGTREDGLRIVEKMQGRRYHGVTGLVVMDKNNDRETDFVLWAMGDLDSGDFQPAAHYSGAEKQIWWTGRPIPWVKGAPPSDNPPCAFDLDDPSCDKTPLSTLAIVALGTGITFIMFGVSSFLIFRKLMLEKELASMLWRIRWEELQ.... The pIC50 is 7.0. (2) The pIC50 is 4.8. The target protein sequence is MSSEVETSEGVDESENNSTAPEKENHTKMADLSELLKEGTKEAHDRAENTQFVKDFLKGNIKKELFKLATTALYFTYSALEEEMDRNKDHPAFAPLYFPTELHRKEALIKDMEYFFGENWEEQVKCSEAAQKYVDRIHYVGQNEPELLVAHAYTRYMGDLSGGQVLKKVAQRALKLPSTGEGTQFYLFEHVDNAQQFKQFYRARMNALDLSMKTKERIVEEANKAFEYNMQIFSELDQAGSMLTKETLEDGLPVHDGKGDVRKCPFYAAQPDKGTLGGSNCPFRTAMAVLRKPSLQLILAASVALVAGLLAWYYM. The small molecule is OC(CCc1ccc(F)cc1)Cn1ccnc1. (3) The small molecule is CCCCCCCCc1cn2c(n1)C(O)C(O)C(O)C2CO. The target protein (Q42656) has sequence MVKSPGTEDYTRRSLLANGLGLTPPMGWNSWNHFRCNLDEKLIRETADAMVSKGLAALGYKYINLDDCWAELNRDSQGNLVPKGSTFPSGIKALADYVHSKGLKLGIYSDAGTQTCSKTMPGSLGHEEQDAKTFASWGVDYLKYDNCNNNNISPKERYPIMSKALLNSGRSIFFSLCEWGEEDPATWAKEVGNSWRTTGDIDDSWSSMTSRADMNDKWASYAGPGGWNDPDMLEVGNGGMTTTEYRSHFSIWALAKAPLLIGCDIRSMDGATFQLLSNAEVIAVNQDKLGVQGNKVKTYGDLEVWAGPLSGKRVAVALWNRGSSTATITAYWSDVGLPSTAVVNARDLWAHSTEKSVKGQISAAVDAHDSKMYVLTPQ. The pIC50 is 4.9. (4) The compound is O[C@H]1[C@H](NCc2cn(CCCCC3CCCCC3)nn2)[C@@H](O)[C@H](O)[C@@H](O)[C@@H]1O. The target protein (Q42656) has sequence MVKSPGTEDYTRRSLLANGLGLTPPMGWNSWNHFRCNLDEKLIRETADAMVSKGLAALGYKYINLDDCWAELNRDSQGNLVPKGSTFPSGIKALADYVHSKGLKLGIYSDAGTQTCSKTMPGSLGHEEQDAKTFASWGVDYLKYDNCNNNNISPKERYPIMSKALLNSGRSIFFSLCEWGEEDPATWAKEVGNSWRTTGDIDDSWSSMTSRADMNDKWASYAGPGGWNDPDMLEVGNGGMTTTEYRSHFSIWALAKAPLLIGCDIRSMDGATFQLLSNAEVIAVNQDKLGVQGNKVKTYGDLEVWAGPLSGKRVAVALWNRGSSTATITAYWSDVGLPSTAVVNARDLWAHSTEKSVKGQISAAVDAHDSKMYVLTPQ. The pIC50 is 4.0. (5) The pIC50 is 5.2. The small molecule is CCCN(CCC)C(=O)c1cc(C(=O)N[C@@H](Cc2ccccc2)[C@H](O)CNCc2cccc(OC)c2)cc(N2CCCCC2)c1. The target protein (P39898) has sequence MALSIKEDFSSAFAKNESAVNSSTFNNNMKTWKIQKRFQILYVFFFLLITGALFYYLIDNVLFPKNKKINEIMNTSKHVIIGFSIENSHDRIMKTVKQHRLKNYIKESLKFFKTGLTQKPHLGNAGDSVTLNDVANVMYYGEAQIGDNKQKFAFIFDTGSANLWVPSAQCNTIGCKTKNLYDSNKSKTYEKDGTKVEMNYVSGTVSGFFSKDIVTIANLSFPYKFIEVTDTNGFEPAYTLGQFDGIVGLGWKDLSIGSVDPVVVELKNQNKIEQAVFTFYLPFDDKHKGYLTIGGIEDRFYEGQLTYEKLNHDLYWQVDLDLHFGNLTVEKATAIVDSGTSSITAPTEFLNKFFEGLDVVKIPFLPLYITTCNNPKLPTLEFRSATNVYTLEPEYYLQQIFDFGISLCMVSIIPVDLNKNTFILGDPFMRKYFTVFDYDNHTVGFALAKKKL.